This data is from Catalyst prediction with 721,799 reactions and 888 catalyst types from USPTO. The task is: Predict which catalyst facilitates the given reaction. (1) Reactant: [CH3:1][CH:2]1[N:14]2[C:15]3[C:10]([CH:11]([CH2:16][OH:17])[CH2:12][CH2:13]2)=[CH:9][CH:8]=[CH:7][C:6]=3[CH2:5][NH:4][CH2:3]1.C(N(CC)CC)C.[C:25]([O:29][C:30](O[C:30]([O:29][C:25]([CH3:28])([CH3:27])[CH3:26])=[O:31])=[O:31])([CH3:28])([CH3:27])[CH3:26].C(O)(=O)CC(CC(O)=O)(C(O)=O)O. Product: [OH:17][CH2:16][CH:11]1[C:10]2[C:15]3=[C:6]([CH2:5][N:4]([C:30]([O:29][C:25]([CH3:28])([CH3:27])[CH3:26])=[O:31])[CH2:3][CH:2]([CH3:1])[N:14]3[CH2:13][CH2:12]1)[CH:7]=[CH:8][CH:9]=2. The catalyst class is: 2. (2) Reactant: [Br:1][C:2]1[CH:3]=[C:4]([CH:8]=[CH:9][CH:10]=1)[CH2:5][NH:6][CH3:7].C(N(C(C)C)CC)(C)C.Br[CH2:21][C:22]([C:24]1[CH:29]=[CH:28][C:27]([CH3:30])=[CH:26][CH:25]=1)=[O:23]. Product: [Br:1][C:2]1[CH:3]=[C:4]([CH:8]=[CH:9][CH:10]=1)[CH2:5][N:6]([CH3:7])[CH2:21][C:22]([C:24]1[CH:29]=[CH:28][C:27]([CH3:30])=[CH:26][CH:25]=1)=[O:23]. The catalyst class is: 2. (3) Reactant: C(O)(=O)C.[NH2:5][C:6]1[CH:11]=[C:10]([C:12]([F:15])([F:14])[F:13])[CH:9]=[CH:8][C:7]=1[SH:16].[OH:17][C:18]1[CH:19]=[C:20]([CH:23]=[C:24]([OH:26])[CH:25]=1)[CH:21]=O.C([O-])(=O)C.[Na+]. Product: [F:15][C:12]([F:13])([F:14])[C:10]1[CH:9]=[CH:8][C:7]2[S:16][C:21]([C:20]3[CH:23]=[C:24]([OH:26])[CH:25]=[C:18]([OH:17])[CH:19]=3)=[N:5][C:6]=2[CH:11]=1. The catalyst class is: 69. (4) Reactant: [C:1]([O:5][C:6]([N:8]1[CH2:13][CH2:12][CH:11]([O:14][C:15]2[CH:20]=[CH:19][C:18]([C:21]3[S:25][C:24]4=[N:26][CH:27]=[C:28](I)[N:23]4[N:22]=3)=[CH:17][C:16]=2[O:30][CH3:31])[CH2:10][CH2:9]1)=[O:7])([CH3:4])([CH3:3])[CH3:2].CC1(C)C(C)(C)OB([C:40]2[CH:41]=[C:42]([C:47]([F:50])([F:49])[F:48])[C:43]([NH2:46])=[N:44][CH:45]=2)O1.O1CCOCC1.C([O-])([O-])=O.[K+].[K+]. Product: [C:1]([O:5][C:6]([N:8]1[CH2:13][CH2:12][CH:11]([O:14][C:15]2[CH:20]=[CH:19][C:18]([C:21]3[S:25][C:24]4=[N:26][CH:27]=[C:28]([C:40]5[CH:45]=[N:44][C:43]([NH2:46])=[C:42]([C:47]([F:50])([F:49])[F:48])[CH:41]=5)[N:23]4[N:22]=3)=[CH:17][C:16]=2[O:30][CH3:31])[CH2:10][CH2:9]1)=[O:7])([CH3:4])([CH3:3])[CH3:2]. The catalyst class is: 189. (5) Reactant: [Cl:1][C:2]1[C:3]([C:17]2[S:21][C:20]([C:22]3([O:26][CH2:27][O:28][CH3:29])[CH2:25][CH2:24][CH2:23]3)=[N:19][CH:18]=2)=[C:4]2[CH:10]=[C:9]([C:11]3[CH:12]=[N:13][N:14]([CH3:16])[CH:15]=3)[NH:8][C:5]2=[N:6][CH:7]=1.[CH2:30]=O.[NH:32]1[CH2:36][CH2:35][CH2:34][CH2:33]1. Product: [Cl:1][C:2]1[C:3]([C:17]2[S:21][C:20]([C:22]3([O:26][CH2:27][O:28][CH3:29])[CH2:25][CH2:24][CH2:23]3)=[N:19][CH:18]=2)=[C:4]2[C:10]([CH2:30][N:32]3[CH2:36][CH2:35][CH2:34][CH2:33]3)=[C:9]([C:11]3[CH:12]=[N:13][N:14]([CH3:16])[CH:15]=3)[NH:8][C:5]2=[N:6][CH:7]=1. The catalyst class is: 15. (6) Reactant: [CH2:1]([O:3][C:4](=[O:18])[CH2:5][N:6]1[C:14](=[O:15])[C:13]2[C:8](=[CH:9][CH:10]=[C:11]([OH:16])[CH:12]=2)[C:7]1=[O:17])[CH3:2].[CH:19]1(O)[CH2:24][CH2:23][CH2:22][CH2:21][CH2:20]1.C1(P(C2C=CC=CC=2)C2C=CC=CC=2)C=CC=CC=1. Product: [CH2:1]([O:3][C:4](=[O:18])[CH2:5][N:6]1[C:14](=[O:15])[C:13]2[C:8](=[CH:9][CH:10]=[C:11]([O:16][CH:19]3[CH2:24][CH2:23][CH2:22][CH2:21][CH2:20]3)[CH:12]=2)[C:7]1=[O:17])[CH3:2]. The catalyst class is: 7. (7) Reactant: [F:1][C:2]([F:35])([F:34])[C:3]1[CH:4]=[C:5]([CH:27]=[C:28]([C:30]([F:33])([F:32])[F:31])[CH:29]=1)[CH2:6][N:7]1[CH2:14][CH2:13][CH2:12][O:11][C:10]2[N:15]=[C:16](Cl)[CH:17]=[C:18]([C:19]3[CH:24]=[CH:23][CH:22]=[CH:21][CH:20]=3)[C:9]=2[C:8]1=[O:26].C(OC([NH:43][CH:44]1[CH2:49][CH2:48][NH:47][CH2:46][CH2:45]1)=O)(C)(C)C.O.Cl. Product: [NH2:43][CH:44]1[CH2:49][CH2:48][N:47]([C:16]2[CH:17]=[C:18]([C:19]3[CH:24]=[CH:23][CH:22]=[CH:21][CH:20]=3)[C:9]3[C:8](=[O:26])[N:7]([CH2:6][C:5]4[CH:4]=[C:3]([C:2]([F:35])([F:34])[F:1])[CH:29]=[C:28]([C:30]([F:33])([F:32])[F:31])[CH:27]=4)[CH2:14][CH2:13][CH2:12][O:11][C:10]=3[N:15]=2)[CH2:46][CH2:45]1. The catalyst class is: 13. (8) Reactant: [Cl:1][C:2]1[CH:7]=[CH:6][C:5]([Cl:8])=[CH:4][C:3]=1[C:9]#[C:10][CH2:11][CH2:12][CH2:13]O.C1(P(C2C=CC=CC=2)C2C=CC=CC=2)C=CC=CC=1.N1C=CN=C1.[I:39]I. Product: [Cl:1][C:2]1[CH:7]=[CH:6][C:5]([Cl:8])=[CH:4][C:3]=1[C:9]#[C:10][CH2:11][CH2:12][CH2:13][I:39]. The catalyst class is: 10.